From a dataset of Full USPTO retrosynthesis dataset with 1.9M reactions from patents (1976-2016). Predict the reactants needed to synthesize the given product. (1) Given the product [C:1]([C:3]1[CH:8]=[N:7][N:6]2[CH:9]=[C:10]([C:13](=[S:39])[NH2:15])[C:11]([CH3:12])=[C:5]2[C:4]=1[NH:16][C:17]1[CH:22]=[CH:21][C:20]([O:23][C:24]2[CH:29]=[CH:28][CH:27]=[CH:26][CH:25]=2)=[CH:19][CH:18]=1)#[N:2], predict the reactants needed to synthesize it. The reactants are: [C:1]([C:3]1[CH:8]=[N:7][N:6]2[CH:9]=[C:10]([C:13]([NH2:15])=O)[C:11]([CH3:12])=[C:5]2[C:4]=1[NH:16][C:17]1[CH:22]=[CH:21][C:20]([O:23][C:24]2[CH:29]=[CH:28][CH:27]=[CH:26][CH:25]=2)=[CH:19][CH:18]=1)#[N:2].COC1C=CC(P2(SP(C3C=CC(OC)=CC=3)(=S)S2)=[S:39])=CC=1. (2) The reactants are: C([N:8]1[CH2:39][CH2:38][C:11]2([CH2:14][N:13]([C:15](=[O:37])[CH2:16][N:17]3[CH2:21][CH2:20][C:19]([C:29]4[CH:34]=[CH:33][C:32]([F:35])=[CH:31][CH:30]=4)([C:22]4[CH:27]=[CH:26][C:25]([F:28])=[CH:24][CH:23]=4)[C:18]3=[O:36])[CH2:12]2)[CH2:10][CH2:9]1)C1C=CC=CC=1. Given the product [F:35][C:32]1[CH:33]=[CH:34][C:29]([C:19]2([C:22]3[CH:23]=[CH:24][C:25]([F:28])=[CH:26][CH:27]=3)[CH2:20][CH2:21][N:17]([CH2:16][C:15](=[O:37])[N:13]3[CH2:14][C:11]4([CH2:10][CH2:9][NH:8][CH2:39][CH2:38]4)[CH2:12]3)[C:18]2=[O:36])=[CH:30][CH:31]=1, predict the reactants needed to synthesize it. (3) Given the product [CH2:1]([O:8][C:9]1[CH:16]=[C:15]([F:17])[CH:14]=[CH:13][C:10]=1[CH:11]=[O:12])[C:2]1[CH:3]=[CH:4][CH:5]=[CH:6][CH:7]=1, predict the reactants needed to synthesize it. The reactants are: [CH2:1]([O:8][C:9]1[CH:16]=[C:15]([F:17])[CH:14]=[CH:13][C:10]=1[CH2:11][OH:12])[C:2]1[CH:7]=[CH:6][CH:5]=[CH:4][CH:3]=1. (4) Given the product [F:33][C:31]1[CH:32]=[C:27]([CH:28]=[C:29]([CH2:34][NH:35][C:4](=[O:6])[C:3]2[CH:7]=[CH:8][C:9]([C:11]([F:14])([F:13])[F:12])=[CH:10][C:2]=2[F:1])[CH:30]=1)[O:26][C:23]1[CH:24]=[CH:25][C:20]([CH2:19][CH2:18][C:17]([OH:37])=[O:16])=[C:21]([CH3:36])[CH:22]=1, predict the reactants needed to synthesize it. The reactants are: [F:1][C:2]1[CH:10]=[C:9]([C:11]([F:14])([F:13])[F:12])[CH:8]=[CH:7][C:3]=1[C:4]([OH:6])=O.C[O:16][C:17](=[O:37])[CH2:18][CH2:19][C:20]1[CH:25]=[CH:24][C:23]([O:26][C:27]2[CH:32]=[C:31]([F:33])[CH:30]=[C:29]([CH2:34][NH2:35])[CH:28]=2)=[CH:22][C:21]=1[CH3:36]. (5) Given the product [F:23][C:22]([F:24])([F:25])[C:20]1[CH:19]=[C:18]([NH:26][C:27]([S:28][CH3:31])=[C:5]([S:2]([CH3:1])(=[O:4])=[O:3])[C:6]#[N:7])[CH:17]=[C:16]([C:15]([F:29])([F:14])[F:30])[CH:21]=1, predict the reactants needed to synthesize it. The reactants are: [CH3:1][S:2]([CH2:5][C:6]#[N:7])(=[O:4])=[O:3].C(=O)([O-])[O-].[K+].[K+].[F:14][C:15]([F:30])([F:29])[C:16]1[CH:17]=[C:18]([N:26]=[C:27]=[S:28])[CH:19]=[C:20]([C:22]([F:25])([F:24])[F:23])[CH:21]=1.[CH3:31]I.